From a dataset of Full USPTO retrosynthesis dataset with 1.9M reactions from patents (1976-2016). Predict the reactants needed to synthesize the given product. Given the product [CH3:44][O:45][C:11]([C@@H:6]1[C@@H:5]2[CH2:1][C@@H:2]([CH:3]=[CH:4]2)[C@@H:7]1[C:8]([OH:10])=[O:9])=[O:12], predict the reactants needed to synthesize it. The reactants are: [CH2:1]1[C@@H:5]2[CH:6]3[C:11](=[O:12])[O:10][C:8](=[O:9])[CH:7]3[C@H:2]1[CH:3]=[CH:4]2.C1(C)C=CC=CC=1.COC1C=CC2N=CC=C([C@@H](O)[C@H]3N4C[C@H](C=C)[C@@H](CC4)C3)C=2C=1.[CH3:44][OH:45].